This data is from Retrosynthesis with 50K atom-mapped reactions and 10 reaction types from USPTO. The task is: Predict the reactants needed to synthesize the given product. (1) Given the product COC1=C(C)CC(CC(C)CC=O)(OC)C(C)=C1C, predict the reactants needed to synthesize it. The reactants are: COC1=C(C)CC(CC(C)CCO)(OC)C(C)=C1C. (2) The reactants are: Cc1c(Cl)c(C(F)(F)F)nn1CC(=O)O.Cc1cccc(N2CCNCC2C)c1. Given the product Cc1cccc(N2CCN(C(=O)Cn3nc(C(F)(F)F)c(Cl)c3C)CC2C)c1, predict the reactants needed to synthesize it. (3) Given the product NNc1cccc(Br)n1, predict the reactants needed to synthesize it. The reactants are: Fc1cccc(Br)n1.NN. (4) Given the product COC(=O)C(C)(C)COC(C)=O, predict the reactants needed to synthesize it. The reactants are: CC(=O)Cl.COC(=O)C(C)(C)CO.